From a dataset of Peptide-MHC class II binding affinity with 134,281 pairs from IEDB. Regression. Given a peptide amino acid sequence and an MHC pseudo amino acid sequence, predict their binding affinity value. This is MHC class II binding data. (1) The binding affinity (normalized) is 0.189. The peptide sequence is MTQRVVIALLVLAVG. The MHC is H-2-IAd with pseudo-sequence H-2-IAd. (2) The peptide sequence is LMELIDGISLGLILL. The MHC is DRB1_1302 with pseudo-sequence DRB1_1302. The binding affinity (normalized) is 0.843. (3) The peptide sequence is TLTSESIKLTLDIQI. The MHC is DRB1_0101 with pseudo-sequence DRB1_0101. The binding affinity (normalized) is 0.213. (4) The peptide sequence is AVSTAAVAAAPQTTP. The MHC is HLA-DQA10301-DQB10302 with pseudo-sequence HLA-DQA10301-DQB10302. The binding affinity (normalized) is 0.303. (5) The peptide sequence is NELGMLEKTKEDLFG. The MHC is DRB4_0103 with pseudo-sequence DRB4_0103. The binding affinity (normalized) is 0.296.